The task is: Regression/Classification. Given a drug SMILES string, predict its absorption, distribution, metabolism, or excretion properties. Task type varies by dataset: regression for continuous measurements (e.g., permeability, clearance, half-life) or binary classification for categorical outcomes (e.g., BBB penetration, CYP inhibition). Dataset: cyp2d6_veith.. This data is from CYP2D6 inhibition data for predicting drug metabolism from PubChem BioAssay. (1) The compound is CC[C@@H]1C(=O)OC[C@@H]1Cc1cncn1C. The result is 0 (non-inhibitor). (2) The drug is NC(=O)c1ccc(C2SCC(=O)N2Cc2ccccc2)cc1. The result is 0 (non-inhibitor).